Task: Predict the product of the given reaction.. Dataset: Forward reaction prediction with 1.9M reactions from USPTO patents (1976-2016) (1) The product is: [CH3:14][C:13]1[N:1]([C:2]2[N:7]=[C:6]([CH3:8])[C:5]([Br:9])=[C:4]([CH3:10])[N:3]=2)[C:16]([CH3:15])=[CH:11][CH:12]=1. Given the reactants [NH2:1][C:2]1[N:7]=[C:6]([CH3:8])[C:5]([Br:9])=[C:4]([CH3:10])[N:3]=1.[C:11]1(C)[CH:16]=[CH:15][C:14](S(O)(=O)=O)=[CH:13][CH:12]=1.O, predict the reaction product. (2) Given the reactants C(O[C:4]([C:6]1([CH2:12][CH2:13]OC)[CH2:11][CH2:10][NH:9][CH2:8][CH2:7]1)=[O:5])C.[N:16]1([S:22](Cl)(=[O:24])=[O:23])[CH2:21][CH2:20][O:19][CH2:18][CH2:17]1.[CH:26]([C:30]1[CH:35]=[CH:34][C:33]([NH2:36])=[CH:32][CH:31]=1)([CH2:28][CH3:29])[CH3:27], predict the reaction product. The product is: [CH:26]([C:30]1[CH:31]=[CH:32][C:33]([N:36]2[CH2:13][CH2:12][C:6]3([CH2:7][CH2:8][N:9]([S:22]([N:16]4[CH2:21][CH2:20][O:19][CH2:18][CH2:17]4)(=[O:24])=[O:23])[CH2:10][CH2:11]3)[C:4]2=[O:5])=[CH:34][CH:35]=1)([CH2:28][CH3:29])[CH3:27].